From a dataset of Forward reaction prediction with 1.9M reactions from USPTO patents (1976-2016). Predict the product of the given reaction. (1) The product is: [Br:17][C:5]1[CH:6]=[C:7]2[C:2](=[N:3][CH:4]=1)[NH:1][C:10](=[O:11])[CH:9]=[CH:8]2. Given the reactants [NH2:1][C:2]1[C:7](/[CH:8]=[CH:9]/[C:10](OC(C)(C)C)=[O:11])=[CH:6][C:5]([Br:17])=[CH:4][N:3]=1.C[O-].[Na+].O, predict the reaction product. (2) Given the reactants [CH2:1]([C:7]1[CH:8]=[C:9]2[C:14](=[C:15]([O:17][CH:18]3[CH2:23][CH2:22][N:21](C(OC(C)(C)C)=O)[CH2:20][CH2:19]3)[CH:16]=1)[N:13]=[CH:12][CH:11]=[CH:10]2)[CH2:2][CH2:3][CH2:4][CH2:5][CH3:6].C(O)(C(F)(F)F)=O, predict the reaction product. The product is: [CH2:1]([C:7]1[CH:8]=[C:9]2[C:14](=[C:15]([O:17][CH:18]3[CH2:23][CH2:22][NH:21][CH2:20][CH2:19]3)[CH:16]=1)[N:13]=[CH:12][CH:11]=[CH:10]2)[CH2:2][CH2:3][CH2:4][CH2:5][CH3:6]. (3) Given the reactants [Cl:1][C:2]1[C:11]2[C:6](=[CH:7][CH:8]=[C:9](F)[CH:10]=2)[CH:5]=[N:4][CH:3]=1.C(OC(=O)[NH:19][C@H:20]1[CH2:25][CH2:24][C@@H:23]([OH:26])[CH2:22][CH2:21]1)(C)(C)C, predict the reaction product. The product is: [Cl:1][C:2]1[C:11]2[C:6](=[CH:7][CH:8]=[C:9]([O:26][C@@H:23]3[CH2:24][CH2:25][C@H:20]([NH2:19])[CH2:21][CH2:22]3)[CH:10]=2)[CH:5]=[N:4][CH:3]=1. (4) Given the reactants [CH3:1][C@@:2]12[C:18](=[O:19])[CH2:17][CH2:16][C@H:15]1[CH2:14][C@@H:13]1[C@H:4]([CH2:5][CH2:6][C@H:7]3[C@@:12]1([CH3:20])[CH2:11][CH2:10][C@H:9]([OH:21])[CH2:8]3)[CH2:3]2.CCN(C(C)C)C(C)C.[CH3:31][O:32][CH2:33]Cl.O, predict the reaction product. The product is: [CH3:1][C@@:2]12[C:18](=[O:19])[CH2:17][CH2:16][C@H:15]1[CH2:14][C@@H:13]1[C@H:4]([CH2:5][CH2:6][C@H:7]3[C@@:12]1([CH3:20])[CH2:11][CH2:10][C@H:9]([O:21][CH2:31][O:32][CH3:33])[CH2:8]3)[CH2:3]2. (5) Given the reactants Cl.[CH3:2][NH:3][C:4](=NC)[CH2:5][CH2:6][CH2:7][CH:8]=[CH2:9].C([O-])([O-])=O.[K+].[K+].[C:18]([NH:26][NH2:27])(=O)[C:19]1[CH:24]=[CH:23][CH:22]=[CH:21][CH:20]=1, predict the reaction product. The product is: [CH3:2][N:3]1[C:18]([C:19]2[CH:24]=[CH:23][CH:22]=[CH:21][CH:20]=2)=[N:26][N:27]=[C:4]1[CH2:5][CH2:6][CH2:7][CH:8]=[CH2:9]. (6) The product is: [CH3:1][C:2]1[CH:3]=[C:4]([CH:9]=[O:10])[CH:5]=[N:6][C:7]=1[CH3:8]. Given the reactants [CH3:1][C:2]1[CH:3]=[C:4]([CH2:9][OH:10])[CH:5]=[N:6][C:7]=1[CH3:8], predict the reaction product. (7) Given the reactants [CH3:1][C:2]([C@H:4]1[C@@H:8]2[C@@H:9]3[C@@:22]([CH3:25])([CH2:23][CH2:24][C@@:7]2([C:31]([OH:33])=[O:32])[CH2:6][CH2:5]1)[C@@:21]1([CH3:26])[C@@H:12]([C@:13]2([CH3:30])[C@@H:18]([CH2:19][CH2:20]1)[C:17]([CH3:28])([CH3:27])[C@@H:16]([OH:29])[CH2:15][CH2:14]2)[CH2:11][CH2:10]3)=[CH2:3].[CH3:34][C:35](OC(C)=O)=[O:36], predict the reaction product. The product is: [CH3:3][C:2]([C@H:4]1[C@@H:8]2[C@@H:9]3[C@@:22]([CH3:25])([CH2:23][CH2:24][C@@:7]2([C:31]([OH:33])=[O:32])[CH2:6][CH2:5]1)[C@@:21]1([CH3:26])[C@@H:12]([C@:13]2([CH3:30])[C@@H:18]([CH2:19][CH2:20]1)[C:17]([CH3:27])([CH3:28])[C@@H:16]([O:29][C:35]([CH3:34])=[O:36])[CH2:15][CH2:14]2)[CH2:11][CH2:10]3)=[CH2:1]. (8) Given the reactants [F:1][C:2]1[CH:3]=[C:4]([CH:11]=[CH:12][CH:13]=1)[C:5](N(OC)C)=[O:6].[CH2:14]([Mg]Cl)[CH2:15][CH3:16].[Cl-].[NH4+], predict the reaction product. The product is: [F:1][C:2]1[CH:3]=[C:4]([C:5](=[O:6])[CH2:14][CH2:15][CH3:16])[CH:11]=[CH:12][CH:13]=1. (9) Given the reactants [CH3:1][C:2]1[CH:7]=[CH:6][CH:5]=[CH:4][C:3]=1[C:8]1[N:12]([S:13]([C:16]2[CH:21]=[CH:20][CH:19]=[C:18]([S:22]([CH3:25])(=[O:24])=[O:23])[CH:17]=2)(=[O:15])=[O:14])[CH:11]=[C:10]([CH:26]=O)[CH:9]=1.CO.[CH3:30][NH2:31].[BH4-].[Na+].[ClH:34].C(=O)([O-])O.[Na+], predict the reaction product. The product is: [ClH:34].[CH3:30][NH:31][CH2:26][C:10]1[CH:9]=[C:8]([C:3]2[CH:4]=[CH:5][CH:6]=[CH:7][C:2]=2[CH3:1])[N:12]([S:13]([C:16]2[CH:21]=[CH:20][CH:19]=[C:18]([S:22]([CH3:25])(=[O:23])=[O:24])[CH:17]=2)(=[O:15])=[O:14])[CH:11]=1. (10) Given the reactants C([O:5][C:6](=[O:43])[C@@H:7]([NH:14][C:15]([C:17]1[CH:22]=[CH:21][C:20]([C:23]2[CH:28]=[CH:27][CH:26]=[C:25]([NH:29][S:30]([C:33]3[CH:38]=[C:37]([CH3:39])[C:36]([Cl:40])=[CH:35][C:34]=3[CH3:41])(=[O:32])=[O:31])[CH:24]=2)=[CH:19][C:18]=1[CH3:42])=[O:16])[CH2:8]OC(C)(C)C)(C)(C)C.[CH2:44](OC(C1(N)CC1)=O)C, predict the reaction product. The product is: [Cl:40][C:36]1[C:37]([CH3:39])=[CH:38][C:33]([S:30]([NH:29][C:25]2[CH:24]=[C:23]([C:20]3[CH:21]=[CH:22][C:17]([C:15]([NH:14][C:7]4([C:6]([OH:5])=[O:43])[CH2:8][CH2:44]4)=[O:16])=[C:18]([CH3:42])[CH:19]=3)[CH:28]=[CH:27][CH:26]=2)(=[O:31])=[O:32])=[C:34]([CH3:41])[CH:35]=1.